From a dataset of Catalyst prediction with 721,799 reactions and 888 catalyst types from USPTO. Predict which catalyst facilitates the given reaction. (1) Reactant: C[O:2][C:3]([C@H:5]1[CH2:10][CH2:9][C@H:8]([N:11]([C:13]([O:15][C:16]2[CH:21]=[CH:20][C:19]([Cl:22])=[CH:18][CH:17]=2)=[O:14])[CH3:12])[CH2:7][CH2:6]1)=[O:4].[OH-].[Na+].OS([O-])(=O)=O.[K+].CCOCC. Product: [Cl:22][C:19]1[CH:18]=[CH:17][C:16]([O:15][C:13]([N:11]([CH3:12])[C@H:8]2[CH2:7][CH2:6][C@H:5]([C:3]([OH:4])=[O:2])[CH2:10][CH2:9]2)=[O:14])=[CH:21][CH:20]=1. The catalyst class is: 12. (2) Reactant: [F:1][C:2]1[CH:3]=[C:4]([C:16]2[N:20]([C:21]3[CH:26]=[CH:25][CH:24]=[CH:23][CH:22]=3)[N:19]=[C:18]([NH2:27])[CH:17]=2)[CH:5]=[C:6]([CH2:8][O:9][C@H:10]([CH3:15])[C:11]([F:14])([F:13])[F:12])[CH:7]=1.[O:28]=[C:29]1[NH:33][CH2:32][C@@H:31]([C:34](O)=[O:35])[CH2:30]1.CCN=C=NCCCN(C)C.Cl.O. Product: [F:1][C:2]1[CH:3]=[C:4]([C:16]2[N:20]([C:21]3[CH:26]=[CH:25][CH:24]=[CH:23][CH:22]=3)[N:19]=[C:18]([NH:27][C:34]([C@H:31]3[CH2:30][C:29](=[O:28])[NH:33][CH2:32]3)=[O:35])[CH:17]=2)[CH:5]=[C:6]([CH2:8][O:9][C@H:10]([CH3:15])[C:11]([F:14])([F:12])[F:13])[CH:7]=1. The catalyst class is: 80. (3) Reactant: [Cl:1][C:2]1[CH:7]=[CH:6][C:5]([N+:8]([O-:10])=[O:9])=[CH:4][C:3]=1[OH:11].C([O-])([O-])=O.[K+].[K+].[CH2:18](Br)[CH:19]=[CH2:20]. Product: [CH2:20]([O:11][C:3]1[CH:4]=[C:5]([N+:8]([O-:10])=[O:9])[CH:6]=[CH:7][C:2]=1[Cl:1])[CH:19]=[CH2:18]. The catalyst class is: 3. (4) Reactant: [NH2:1][C:2]1[CH:3]=[C:4]([C:8]2[N:17]=[C:16]([NH:18][C:19]3[CH:20]=[C:21]4[C:25](=[CH:26][CH:27]=3)[N:24]([C:28]([O:30][C:31]([CH3:34])([CH3:33])[CH3:32])=[O:29])[N:23]=[CH:22]4)[C:15]3[C:10](=[CH:11][CH:12]=[CH:13][CH:14]=3)[N:9]=2)[CH:5]=[CH:6][CH:7]=1.Cl.[CH3:36][N:37]1[CH2:42][CH2:41][N:40]([C:43](Cl)=[O:44])[CH2:39][CH2:38]1.CCN(CC)CC. Product: [CH3:36][N:37]1[CH2:42][CH2:41][N:40]([C:43]([NH:1][C:2]2[CH:3]=[C:4]([C:8]3[N:17]=[C:16]([NH:18][C:19]4[CH:20]=[C:21]5[C:25](=[CH:26][CH:27]=4)[N:24]([C:28]([O:30][C:31]([CH3:34])([CH3:33])[CH3:32])=[O:29])[N:23]=[CH:22]5)[C:15]4[C:10](=[CH:11][CH:12]=[CH:13][CH:14]=4)[N:9]=3)[CH:5]=[CH:6][CH:7]=2)=[O:44])[CH2:39][CH2:38]1. The catalyst class is: 64. (5) The catalyst class is: 3. Product: [Br:1][C:2]1[CH:3]=[C:4]([CH:5]=[CH:6][CH:7]=1)[O:8][Si:17]([CH:21]([CH3:23])[CH3:22])([CH:18]([CH3:20])[CH3:19])[CH:14]([CH3:16])[CH3:15]. Reactant: [Br:1][C:2]1[CH:3]=[C:4]([OH:8])[CH:5]=[CH:6][CH:7]=1.N1C=CN=C1.[CH:14]([Si:17](Cl)([CH:21]([CH3:23])[CH3:22])[CH:18]([CH3:20])[CH3:19])([CH3:16])[CH3:15]. (6) Reactant: [Br:1][C:2]1[CH:6]=[N:5][N:4]([CH3:7])[C:3]=1[C:8]1[CH:9]=[C:10]([NH2:16])[CH:11]=[CH:12][C:13]=1[O:14][CH3:15].[CH2:17]([N:24]=[C:25]=[O:26])[C:18]1[CH:23]=[CH:22][CH:21]=[CH:20][CH:19]=1. Product: [CH2:17]([NH:24][C:25]([NH:16][C:10]1[CH:11]=[CH:12][C:13]([O:14][CH3:15])=[C:8]([C:3]2[N:4]([CH3:7])[N:5]=[CH:6][C:2]=2[Br:1])[CH:9]=1)=[O:26])[C:18]1[CH:23]=[CH:22][CH:21]=[CH:20][CH:19]=1. The catalyst class is: 2. (7) Reactant: Cl.Cl.OC1CCN(CCN2CCC(N[C:19]([C:21]3[NH:22][C:23]4[C:28]([CH:29]=3)=[C:27]([O:30][CH2:31][CH2:32][C:33]([CH3:36])(C)C)[CH:26]=[CH:25][CH:24]=4)=[O:20])CC2)CC1.[C:37]([O:41][C:42]([N:44]1[CH2:49][CH2:48][CH:47]([NH2:50])[CH2:46][CH2:45]1)=[O:43])([CH3:40])([CH3:39])[CH3:38].[CH:51]1C=CC2N(O)N=NC=2C=1.C(N(CC)CC)C.C(Cl)CCl. Product: [C:37]([O:41][C:42]([N:44]1[CH2:49][CH2:48][CH:47]([NH:50][C:19]([C:21]2[NH:22][C:23]3[C:28]([CH:29]=2)=[C:27]([O:30][CH2:31][CH:32]2[CH2:33][CH2:36][CH2:51]2)[CH:26]=[CH:25][CH:24]=3)=[O:20])[CH2:46][CH2:45]1)=[O:43])([CH3:40])([CH3:38])[CH3:39]. The catalyst class is: 2.